This data is from Forward reaction prediction with 1.9M reactions from USPTO patents (1976-2016). The task is: Predict the product of the given reaction. (1) Given the reactants [N:1]1([C:7]2[N:8]=[CH:9][C:10]3[CH2:16][NH:15][CH2:14][CH2:13][C:11]=3[N:12]=2)[CH2:6][CH2:5][O:4][CH2:3][CH2:2]1.Cl[CH:18]1[CH2:23][N:22]([CH:24]2[CH2:27][CH2:26][CH2:25]2)[CH2:21][CH2:20][NH:19]1.[C:28](N)(=[O:30])[CH3:29].C([O-])([O-])=O.[K+].[K+].[Na+].[I-], predict the reaction product. The product is: [CH:24]1([N:22]2[CH2:21][CH2:20][N:19]([C:28](=[O:30])[CH2:29][N:15]3[CH2:14][CH2:13][C:11]4[N:12]=[C:7]([N:1]5[CH2:2][CH2:3][O:4][CH2:5][CH2:6]5)[N:8]=[CH:9][C:10]=4[CH2:16]3)[CH2:18][CH2:23]2)[CH2:27][CH2:26][CH2:25]1. (2) Given the reactants [Cl:1][C:2]1[CH:7]=[C:6]([F:8])[CH:5]=[CH:4][C:3]=1[NH:9][S:10]([CH:13]1[C:18]([C:19]([O:21][CH2:22][CH3:23])=[O:20])=[CH:17][C:16](=[O:24])[CH2:15][CH2:14]1)(=[O:12])=[O:11].[C:25]([O:33][CH2:34][C@H:35](O)[CH2:36][OH:37])(=[O:32])[C:26]1[CH:31]=[CH:30][CH:29]=[CH:28][CH:27]=1.C(O[Si](C)(C)C)(C)C.O, predict the reaction product. The product is: [C:25]([O:33][CH2:34][C@H:35]1[CH2:36][O:37][C:16]2([CH2:15][CH2:14][CH:13]([S:10](=[O:12])(=[O:11])[NH:9][C:3]3[CH:4]=[CH:5][C:6]([F:8])=[CH:7][C:2]=3[Cl:1])[C:18]([C:19]([O:21][CH2:22][CH3:23])=[O:20])=[CH:17]2)[O:24]1)(=[O:32])[C:26]1[CH:31]=[CH:30][CH:29]=[CH:28][CH:27]=1. (3) Given the reactants [F:1][C:2]1[C:10]([C:11]([F:14])([F:13])[F:12])=[CH:9][CH:8]=[CH:7][C:3]=1[C:4](Cl)=[O:5].N1C=CC=CC=1.Cl.[CH3:22][NH:23][O:24][CH3:25].O, predict the reaction product. The product is: [F:1][C:2]1[C:10]([C:11]([F:14])([F:13])[F:12])=[CH:9][CH:8]=[CH:7][C:3]=1[C:4]([N:23]([O:24][CH3:25])[CH3:22])=[O:5]. (4) Given the reactants Cl.[F:2][C:3]1[CH:8]=[CH:7][C:6]([CH:9]([C:17]2[CH:22]=[CH:21][C:20]([F:23])=[CH:19][CH:18]=2)[CH:10]2[C:15](=[O:16])[CH2:14][CH2:13][NH:12][CH2:11]2)=[CH:5][CH:4]=1.[F:24][C:25]([F:39])([F:38])[C:26]1[CH:33]=[C:32]([C:34]([F:37])([F:36])[F:35])[CH:31]=[CH:30][C:27]=1[CH2:28]Br.C(=O)([O-])[O-].[K+].[K+], predict the reaction product. The product is: [F:2][C:3]1[CH:8]=[CH:7][C:6]([CH:9]([C:17]2[CH:18]=[CH:19][C:20]([F:23])=[CH:21][CH:22]=2)[CH:10]2[C:15](=[O:16])[CH2:14][CH2:13][N:12]([CH2:28][C:27]3[CH:30]=[CH:31][C:32]([C:34]([F:37])([F:36])[F:35])=[CH:33][C:26]=3[C:25]([F:24])([F:38])[F:39])[CH2:11]2)=[CH:5][CH:4]=1. (5) Given the reactants [F:1][C:2]1[N:3]=[C:4]([C:22]2[CH:23]=[N:24][CH:25]=[C:26]([F:28])[CH:27]=2)[S:5][C:6]=1[N:7](C(OC(C)(C)C)=O)[C:8]([O:10][C:11]([CH3:14])([CH3:13])[CH3:12])=[O:9].FC(F)(F)C(O)=O, predict the reaction product. The product is: [C:11]([O:10][C:8](=[O:9])[NH:7][C:6]1[S:5][C:4]([C:22]2[CH:23]=[N:24][CH:25]=[C:26]([F:28])[CH:27]=2)=[N:3][C:2]=1[F:1])([CH3:14])([CH3:12])[CH3:13]. (6) Given the reactants [NH2:1][C:2]1[C:3]([C:21]([OH:23])=[O:22])=[N:4][C:5]([C:14]2[CH:19]=[CH:18][C:17](=[O:20])[NH:16][CH:15]=2)=[C:6]([C:8]2[CH:13]=[CH:12][CH:11]=[CH:10][CH:9]=2)[N:7]=1.[CH:24](I)([CH3:26])[CH3:25].CC([O-])(C)C.[K+].CCOC(C)=O, predict the reaction product. The product is: [NH2:1][C:2]1[C:3]([C:21]([O:23][CH:24]([CH3:26])[CH3:25])=[O:22])=[N:4][C:5]([C:14]2[CH:19]=[CH:18][C:17](=[O:20])[NH:16][CH:15]=2)=[C:6]([C:8]2[CH:9]=[CH:10][CH:11]=[CH:12][CH:13]=2)[N:7]=1. (7) Given the reactants [H-].[Al+3].[Li+].[H-].[H-].[H-].CCOCC.[Cl-].[Cl-].[Cl-].[Al+3].[Cl:16][C:17]1[CH:18]=[C:19]([OH:28])[CH:20]=[CH:21][C:22]=1[CH:23]=[CH:24][N+:25]([O-])=O.Cl, predict the reaction product. The product is: [NH2:25][CH2:24][CH2:23][C:22]1[CH:21]=[CH:20][C:19]([OH:28])=[CH:18][C:17]=1[Cl:16]. (8) Given the reactants [Cl:1][C:2]1[CH:7]=[CH:6][C:5]([NH:8][C:9]([NH:11][CH2:12][CH2:13][N:14]([CH2:16][CH2:17][NH:18][C:19]2[CH:24]=[C:23]([N:25]3[CH2:29][CH2:28][CH2:27][CH2:26]3)[N:22]=[C:21]([N:30]3[CH2:34][CH2:33][CH2:32][CH2:31]3)[N:20]=2)[CH3:15])=[O:10])=[CH:4][C:3]=1[C:35]([F:38])([F:37])[F:36].Cl.CCOCC, predict the reaction product. The product is: [ClH:1].[Cl:1][C:2]1[CH:7]=[CH:6][C:5]([NH:8][C:9]([NH:11][CH2:12][CH2:13][N:14]([CH2:16][CH2:17][NH:18][C:19]2[CH:24]=[C:23]([N:25]3[CH2:26][CH2:27][CH2:28][CH2:29]3)[N:22]=[C:21]([N:30]3[CH2:34][CH2:33][CH2:32][CH2:31]3)[N:20]=2)[CH3:15])=[O:10])=[CH:4][C:3]=1[C:35]([F:38])([F:36])[F:37].